Dataset: Forward reaction prediction with 1.9M reactions from USPTO patents (1976-2016). Task: Predict the product of the given reaction. (1) Given the reactants [S:1]1[C:5]2[CH:6]=[CH:7][CH:8]=[CH:9][C:4]=2[CH:3]=[C:2]1[CH:10]([NH:17][C:18]1[CH:26]=[CH:25][C:21]([C:22](O)=[O:23])=[CH:20][CH:19]=1)[CH:11]1[CH2:16][CH2:15][CH2:14][CH2:13][CH2:12]1.[CH3:27][NH:28][CH2:29][CH2:30][C:31]([O:33]CC)=[O:32], predict the reaction product. The product is: [S:1]1[C:5]2[CH:6]=[CH:7][CH:8]=[CH:9][C:4]=2[CH:3]=[C:2]1[CH:10]([NH:17][C:18]1[CH:19]=[CH:20][C:21]([C:22]([N:28]([CH3:27])[CH2:29][CH2:30][C:31]([OH:33])=[O:32])=[O:23])=[CH:25][CH:26]=1)[CH:11]1[CH2:12][CH2:13][CH2:14][CH2:15][CH2:16]1. (2) Given the reactants [CH3:1][Si:2]([CH3:52])([O:7][C@@H:8]1[C@H:12]([O:13][Si:14]([CH3:20])([CH3:19])[C:15]([CH3:18])([CH3:17])[CH3:16])[C@@H:11]([CH2:21][O:22][Si:23]([CH3:29])([CH3:28])[C:24]([CH3:27])([CH3:26])[CH3:25])[O:10][C@H:9]1[N:30]1[CH:38]=[N:37][C:36]2[C:31]1=[N:32][C:33]([C:40]1[CH:41]=[N:42][N:43](CC3C=CC=CC=3)[CH:44]=1)=[N:34][C:35]=2[NH2:39])[C:3]([CH3:6])([CH3:5])[CH3:4].I[C:54]1[C:55](C(C)C)=NN[CH:58]=1.IC1C=CC(CC2C=CNN=2)=CC=1, predict the reaction product. The product is: [CH3:1][Si:2]([CH3:52])([O:7][C@@H:8]1[C@H:21]([O:22][Si:23]([CH3:28])([CH3:29])[C:24]([CH3:27])([CH3:25])[CH3:26])[C@@H:11]([CH2:12][O:13][Si:14]([CH3:20])([CH3:19])[C:15]([CH3:17])([CH3:18])[CH3:16])[O:10][C@H:9]1[N:30]1[CH:38]=[N:37][C:36]2[C:31]1=[N:32][C:33]([C:40]1[CH:41]=[N:42][N:43]([CH:54]([CH3:55])[CH3:58])[CH:44]=1)=[N:34][C:35]=2[NH2:39])[C:3]([CH3:6])([CH3:5])[CH3:4]. (3) Given the reactants [C:1]1([S:7]([CH3:9])=O)[CH:6]=[CH:5][CH:4]=[CH:3][CH:2]=1.FC(F)(F)C(OC(=O)C(F)(F)F)=O.[NH:23]1[C:31]2[C:26](=[CH:27][CH:28]=[CH:29][CH:30]=2)C=[CH:24]1.C(N(CC)CC)C, predict the reaction product. The product is: [C:1]1([S:7][C:9]2[C:26]3[C:31](=[CH:30][CH:29]=[CH:28][CH:27]=3)[NH:23][CH:24]=2)[CH:6]=[CH:5][CH:4]=[CH:3][CH:2]=1. (4) Given the reactants [CH:1]1([C:4]2[CH:9]=[C:8]([C:10]([F:13])([F:12])[F:11])[CH:7]=[C:6]([CH2:14][O:15]CC3(C4C=CC(F)=CC=4)CCN(C)CC3)[N:5]=2)[CH2:3][CH2:2]1.BrC1N=C(C=O)C=C(C(F)(F)F)C=1, predict the reaction product. The product is: [CH:1]1([C:4]2[N:5]=[C:6]([CH:14]=[O:15])[CH:7]=[C:8]([C:10]([F:13])([F:11])[F:12])[CH:9]=2)[CH2:3][CH2:2]1. (5) Given the reactants [Br-].[CH3:2][C:3]1[C:4]([Zn+])=[N:5][CH:6]=[CH:7][CH:8]=1.[CH3:10][N:11]([C:28]1[CH:29]=[N:30][CH:31]=[CH:32][C:33]=1N1CCCCC1C)C(=O)C1C=C(C(F)(F)F)C=C(C(F)(F)F)C=1, predict the reaction product. The product is: [CH3:10][NH:11][C:28]1[CH:29]=[N:30][CH:31]=[CH:32][C:33]=1[C:4]1[C:3]([CH3:2])=[CH:8][CH:7]=[CH:6][N:5]=1. (6) Given the reactants [F:1][C:2]([C:11]1[CH:16]=[CH:15][C:14]([NH2:17])=C[CH:12]=1)([C:7]([F:10])([F:9])[F:8])[C:3]([F:6])([F:5])[F:4].[Cl:18]N1C(=O)CCC1=O.Cl[CH2:27][Cl:28], predict the reaction product. The product is: [Cl:18][C:15]1[CH:16]=[C:11]([C:2]([F:1])([C:7]([F:10])([F:9])[F:8])[C:3]([F:6])([F:5])[F:4])[CH:12]=[C:27]([Cl:28])[C:14]=1[NH2:17]. (7) Given the reactants [CH3:1][N:2]1[C:6]([C:7]2[CH:8]=[C:9]([NH:13][C:14]([NH:16][CH2:17][C:18]3[CH:23]=[CH:22][CH:21]=[CH:20][N:19]=3)=S)[CH:10]=[CH:11][CH:12]=2)=[CH:5][N:4]=[C:3]1[CH3:24].Cl.C(N=C=NCCCN(C)C)C, predict the reaction product. The product is: [CH3:1][N:2]1[C:6]([C:7]2[CH:8]=[C:9]([NH:13][C:14]3[N:19]4[CH:20]=[CH:21][CH:22]=[CH:23][C:18]4=[CH:17][N:16]=3)[CH:10]=[CH:11][CH:12]=2)=[CH:5][N:4]=[C:3]1[CH3:24]. (8) Given the reactants Cl.[NH:2]1[CH2:7][CH2:6][CH2:5][C@@H:4]([NH:8][C:9]2[C:14]([C:15]([NH2:17])=[O:16])=[CH:13][N:12]=[C:11]3[NH:18][CH:19]=[CH:20][C:10]=23)[CH2:3]1.C(N(CC)CC)C.[CH3:28][S:29](Cl)(=[O:31])=[O:30].O, predict the reaction product. The product is: [CH3:28][S:29]([N:2]1[CH2:7][CH2:6][CH2:5][C@@H:4]([NH:8][C:9]2[C:14]([C:15]([NH2:17])=[O:16])=[CH:13][N:12]=[C:11]3[NH:18][CH:19]=[CH:20][C:10]=23)[CH2:3]1)(=[O:31])=[O:30]. (9) Given the reactants Cl.[O:2]=[C:3]1[C:11]2[C:6](=[CH:7][CH:8]=[CH:9][CH:10]=2)[C:5](=[O:12])[N:4]1[C:13]1[C:17]2=[N:18][CH:19]=[C:20]([NH:22]C(=O)OC(C)(C)C)[CH:21]=[C:16]2[O:15][N:14]=1, predict the reaction product. The product is: [NH2:22][C:20]1[CH:21]=[C:16]2[O:15][N:14]=[C:13]([N:4]3[C:5](=[O:12])[C:6]4[C:11](=[CH:10][CH:9]=[CH:8][CH:7]=4)[C:3]3=[O:2])[C:17]2=[N:18][CH:19]=1. (10) Given the reactants [F:1][C:2]([F:11])([F:10])[C:3]1[C:4]([NH2:9])=[N:5][CH:6]=[CH:7][CH:8]=1.Cl[CH2:13][C:14](=O)[CH3:15].C(=O)(O)[O-].[Na+].[I-].[Na+], predict the reaction product. The product is: [CH3:15][C:14]1[N:9]=[C:4]2[C:3]([C:2]([F:1])([F:10])[F:11])=[CH:8][CH:7]=[CH:6][N:5]2[CH:13]=1.